This data is from Drug-target binding data from BindingDB using Ki measurements. The task is: Regression. Given a target protein amino acid sequence and a drug SMILES string, predict the binding affinity score between them. We predict pKi (pKi = -log10(Ki in M); higher means stronger inhibition). Dataset: bindingdb_ki. (1) The pKi is 4.4. The small molecule is NC1CCc2c(Br)ccc(-c3ccccc3)c2CC1=O. The target protein (Q01693) has sequence MKYTKTLLAMVLSATFCQAYAEDKVWISIGADANQTVMKSGAESILPNSVASSGQVWVGQVDVAQLAELSHNMHEEHNRCGGYMVHPSAQSAMAASAMPTTLASFVMPPITQQATVTAWLPQVDASQITGTISSLESFTNRFYTTTSGAQASDWIASEWQALSASLPNASVKQVSHSGYNQKSVVMTITGSEAPDEWIVIGGHLDSTIGSHTNEQSVAPGADDDASGIAAVTEVIRVLSENNFQPKRSIAFMAYAAEEVGLRGSQDLANQYKSEGKNVVSALQLDMTNYKGSAQDVVFITDYTDSNFTQYLTQLMDEYLPSLTYGFDTCGYACSDHASWHNAGYPAAMPFESKFNDYNPRIHTTQDTLANSDPTGSHAKKFTQLGLAYAIEMGSATGDTPTPGNQLEDGVPVTDLSGSRGSNVWYTFELETQKNLQITTSGGYGDLDLYVKFGSKASKQNWDCRPYLSGNNEVCTFNNASPGTYSVMLTGYSNYSGASLK.... (2) The small molecule is CSCC[C@H](NC(=O)[C@H](CC(C)C)NC(=O)CNC(=O)[C@H](Cc1ccc(O)cc1)NC(=O)[C@H](Cc1ccccc1)NC(=O)[C@H](CCCCN)NC(=O)[C@H](CC(N)=O)NC(=O)[C@@H]1CCCN1C(=O)[C@H](CC(=O)O)NC(=O)[C@H](C)NC(=O)C1CCC(=O)N1)C(N)=O. The target protein (P06767) has sequence MKILVAVAVFFLVSTQLFAEEIGANDDLNYWSDWSDSDQIKEAMPEPFEHLLQRIARRPKPQQFFGLMGKRDADSSIEKQVALLKALYGHGQISHKRHKTDSFVGLMGKRALNSVAYERSAMQNYERRRK. The pKi is 7.0. (3) The compound is O=C(CCCN1CCC2(CC1)C(=O)NCN2c1ccccc1)c1ccc(F)cc1. The target protein sequence is MDPLNLSWYDEDLERQNWSRPLNGSEGRGDRPHYNYYAMLLTLLIFVIVFGNVLVCMAVSREKALQTTTNYLIVSLAVADLLVATLVMPWVVYLEVVGEWKFSRVHCDIFVTLDVMMCTASILNLCAISIDRYTAVAMPMLYNTRYSSKRRVTVMIAIVWVLSLTISCPLLFGLNKTDQNECIIANPAFVVYSSIVSFYVPFIVTLLVYIKIYIVLRKRRKRVNTKRSSRAFRANLRAPLKGNCTHPEDRTLGTVIMKSNGSFPVNRRRVEAARRAQELEMEMLSSTSPPERTRYSPIPPSHHQLTLPDPSHHGLHSTPDSPAKPEKNGHAKDHPKIAKIFEIQTMPNGKTRTSLKTMSRRKLSQQKEKKATQMLAIVLGVFIICWLPFFITHILNIHCDCNIPPVLYSAFTWLGYVNSAVNPIIYTTFNIEFRKAFMKILHC. The pKi is 9.3.